From a dataset of Full USPTO retrosynthesis dataset with 1.9M reactions from patents (1976-2016). Predict the reactants needed to synthesize the given product. (1) Given the product [CH3:20][O:21][C:22](=[O:33])[C:23]1[CH:28]=[C:27]([CH2:39][C:38]2[CH:41]=[CH:42][CH:43]=[C:36]([Cl:35])[C:37]=2[F:44])[C:26]([O:30][CH3:31])=[CH:25][C:24]=1[F:32], predict the reactants needed to synthesize it. The reactants are: C1(P(C2C=CC=CC=2)C2C=CC=CC=2)C=CC=CC=1.[CH3:20][O:21][C:22](=[O:33])[C:23]1[CH:28]=[C:27](Br)[C:26]([O:30][CH3:31])=[CH:25][C:24]=1[F:32].[Br-].[Cl:35][C:36]1[C:37]([F:44])=[C:38]([CH:41]=[CH:42][CH:43]=1)[CH2:39][Zn+].[Cl-].[NH4+]. (2) Given the product [Br:1][C:2]1[CH:3]=[C:4]([NH2:18])[C:5]([NH2:6])=[CH:7][C:8]=1[O:9][C:10]1[CH:15]=[CH:14][C:13]([F:16])=[CH:12][C:11]=1[F:17], predict the reactants needed to synthesize it. The reactants are: [Br:1][C:2]1[C:8]([O:9][C:10]2[CH:15]=[CH:14][C:13]([F:16])=[CH:12][C:11]=2[F:17])=[CH:7][C:5]([NH2:6])=[C:4]([N+:18]([O-])=O)[CH:3]=1.C(O)(=O)C. (3) Given the product [F:15][C:16]([F:24])([F:23])[C:17]1([F:22])[O:21][C:18]1([F:20])[F:19].[CH2:9]1[O:10][CH:11]1[CH3:12].[C:29]([O:33][CH2:34][CH:35]1[O:37][CH2:36]1)(=[O:32])[CH:30]=[CH2:31], predict the reactants needed to synthesize it. The reactants are: [F-].[Cs+].[CH3:9][O:10][CH2:11][CH2:12]OC[CH2:9][O:10][CH2:11][CH2:12]OC.[F:15][C:16]([F:24])([F:23])[C:17]1([F:22])[O:21][C:18]1([F:20])[F:19].C1OC1C.[C:29]([O:33][CH2:34][CH:35]1[O:37][CH2:36]1)(=[O:32])[CH:30]=[CH2:31].C(Cl)(=O)C. (4) The reactants are: [CH3:1][O:2][C:3]1[CH:4]=[C:5]([CH:27]=[C:28]([O:30][CH3:31])[CH:29]=1)[O:6][C@@H:7]([C@:11]1([C:21]2[CH:26]=[CH:25][CH:24]=[CH:23][CH:22]=2)[C:20]2[C:15](=[CH:16][CH:17]=[CH:18][CH:19]=2)[CH2:14][CH2:13][NH:12]1)[C:8]([OH:10])=[O:9].[CH2:32]1COCC1.Cl[Si](C)(C)C.CI. Given the product [CH3:1][O:2][C:3]1[CH:4]=[C:5]([CH:27]=[C:28]([O:30][CH3:31])[CH:29]=1)[O:6][C@@H:7]([C@:11]1([C:21]2[CH:22]=[CH:23][CH:24]=[CH:25][CH:26]=2)[C:20]2[C:15](=[CH:16][CH:17]=[CH:18][CH:19]=2)[CH2:14][CH2:13][N:12]1[CH3:32])[C:8]([OH:10])=[O:9], predict the reactants needed to synthesize it.